This data is from Cav3 T-type calcium channel HTS with 100,875 compounds. The task is: Binary Classification. Given a drug SMILES string, predict its activity (active/inactive) in a high-throughput screening assay against a specified biological target. (1) The drug is N(c1nc(nc2n(nnc12)Cc1ccccc1)C)(Cc1ccccc1)C. The result is 0 (inactive). (2) The result is 0 (inactive). The molecule is S(=O)(=O)(N(CC(=O)NCc1ccccc1)c1ccc(OCC)cc1)c1c(onc1C)C. (3) The molecule is O1C2(OC(CCC2)C)C(O)C(O)CC1CCO. The result is 0 (inactive). (4) The drug is O(c1c(C2c3c(NC(=O)C2)cc2OCCOc2c3)cccc1OC)C(C)C. The result is 0 (inactive). (5) The drug is s1\c(n(N\C=C2\C(O)=C(O)C(=O)C=C2)c(c1)C)=N/CC. The result is 0 (inactive).